This data is from Forward reaction prediction with 1.9M reactions from USPTO patents (1976-2016). The task is: Predict the product of the given reaction. (1) Given the reactants [F:1][C:2]([F:25])([F:24])[CH2:3][CH2:4][CH2:5][O:6][C:7]1[CH:12]=[CH:11][N:10]=[C:9]([CH2:13][S:14][C:15]2[NH:19][C:18]3[CH:20]=[CH:21][CH:22]=[CH:23][C:17]=3[N:16]=2)[CH:8]=1.ClC1C=CC=C(C(OO)=[O:34])C=1.C(=O)(O)[O-].[Na+], predict the reaction product. The product is: [F:25][C:2]([F:24])([F:1])[CH2:3][CH2:4][CH2:5][O:6][C:7]1[CH:12]=[CH:11][N:10]=[C:9]([CH2:13][S:14]([C:15]2[NH:16][C:17]3[CH:23]=[CH:22][CH:21]=[CH:20][C:18]=3[N:19]=2)=[O:34])[CH:8]=1. (2) Given the reactants [NH2:1][CH2:2][C:3]1[CH:4]=[N:5][CH:6]=[CH:7][C:8]=1[C:9]1[N:18]=[CH:17][C:16]2[N:15]([CH3:19])[C:14](=[O:20])[C@@H:13]([CH2:21][CH3:22])[N:12]([CH:23]([CH3:25])[CH3:24])[C:11]=2[N:10]=1.[C:26](O)([C:28](F)(F)F)=[O:27], predict the reaction product. The product is: [CH2:21]([C@H:13]1[N:12]([CH:23]([CH3:24])[CH3:25])[C:11]2[N:10]=[C:9]([C:8]3[CH:7]=[CH:6][N:5]=[CH:4][C:3]=3[CH2:2][NH:1][C:26](=[O:27])[CH3:28])[N:18]=[CH:17][C:16]=2[N:15]([CH3:19])[C:14]1=[O:20])[CH3:22]. (3) Given the reactants [Br:1][C:2]1[CH:23]=[CH:22][C:5]([CH2:6][CH:7]([CH2:14][C:15]2[CH:20]=[CH:19][C:18]([Br:21])=[CH:17][CH:16]=2)[C:8]([CH3:13])([CH3:12])[CH2:9][CH2:10][OH:11])=[CH:4][CH:3]=1.N1C=CN=C1.CN(C)C=O.[CH:34]([Si:37](Cl)([CH:41]([CH3:43])[CH3:42])[CH:38]([CH3:40])[CH3:39])([CH3:36])[CH3:35], predict the reaction product. The product is: [Br:1][C:2]1[CH:3]=[CH:4][C:5]([CH2:6][CH:7]([CH2:14][C:15]2[CH:16]=[CH:17][C:18]([Br:21])=[CH:19][CH:20]=2)[C:8]([CH3:13])([CH3:12])[CH2:9][CH2:10][O:11][Si:37]([CH:41]([CH3:43])[CH3:42])([CH:38]([CH3:40])[CH3:39])[CH:34]([CH3:36])[CH3:35])=[CH:22][CH:23]=1. (4) Given the reactants [CH3:1][NH:2][C:3]1[CH:8]=[CH:7][C:6]([N+:9]([O-:11])=[O:10])=[CH:5][CH:4]=1.[C:12]([OH:16])(=[O:15])[CH:13]=[CH2:14].S(=O)(=O)(O)O, predict the reaction product. The product is: [CH3:1][N:2]([C:3]1[CH:4]=[CH:5][C:6]([N+:9]([O-:11])=[O:10])=[CH:7][CH:8]=1)[CH2:14][CH2:13][C:12]([OH:16])=[O:15].